From a dataset of Reaction yield outcomes from USPTO patents with 853,638 reactions. Predict the reaction yield, written as a fraction of the theoretical maximum amount of product (1.0 means a 100% yield; for example, 0.34 means a 34% yield). (1) The reactants are Br[C:2]1[S:3][C:4]2[C:10]([C:11]([OH:13])=[O:12])=[CH:9][CH:8]=[CH:7][C:5]=2[N:6]=1.[NH:14]1[CH2:19][CH2:18][CH2:17][CH2:16][CH2:15]1.C(O)C. The catalyst is C(OCC)C. The product is [N:14]1([C:2]2[S:3][C:4]3[C:10]([C:11]([OH:13])=[O:12])=[CH:9][CH:8]=[CH:7][C:5]=3[N:6]=2)[CH2:19][CH2:18][CH2:17][CH2:16][CH2:15]1. The yield is 0.900. (2) The reactants are C(O[C:6]([N:8]1[CH2:12][CH2:11][CH2:10][CH:9]1[C:13]1[NH:14][C:15]([C:18]2[CH:23]=[CH:22][C:21]([B:24]3[O:28][C:27]([CH3:30])([CH3:29])[C:26]([CH3:32])([CH3:31])[O:25]3)=[CH:20][CH:19]=2)=[CH:16][N:17]=1)=[O:7])(C)(C)C.Cl.[CH3:34][O:35][C:36]([NH:38][CH:39]([C:43]1[CH:48]=[CH:47][CH:46]=[CH:45][CH:44]=1)C(O)=O)=[O:37].CN(C(ON1N=NC2C=CC=NC1=2)=[N+](C)C)C.F[P-](F)(F)(F)(F)F.[O-]P([O-])([O-])=O.[K+].[K+].[K+]. The catalyst is C(Cl)Cl.CCOC(C)=O. The product is [CH3:34][O:35][C:36](=[O:37])[NH:38][CH:39]([C:43]1[CH:48]=[CH:47][CH:46]=[CH:45][CH:44]=1)[C:6](=[O:7])[N:8]1[CH2:12][CH2:11][CH2:10][CH:9]1[C:13]1[NH:14][C:15]([C:18]2[CH:23]=[CH:22][C:21]([B:24]3[O:25][C:26]([CH3:32])([CH3:31])[C:27]([CH3:30])([CH3:29])[O:28]3)=[CH:20][CH:19]=2)=[CH:16][N:17]=1. The yield is 0.790. (3) The reactants are [Br:1][C:2]1[C:10]2[C:9]([C:11]([O:13]CC)=[O:12])=[CH:8][C:7]([C:16]3[CH:21]=[CH:20][C:19]([CH2:22][N:23]4[CH2:28][CH2:27][O:26][CH2:25][CH2:24]4)=[CH:18][CH:17]=3)=[N:6][C:5]=2[N:4]([CH:29]([CH3:31])[CH3:30])[N:3]=1.[OH-].[Na+]. The catalyst is CCO. The product is [Br:1][C:2]1[C:10]2[C:9]([C:11]([OH:13])=[O:12])=[CH:8][C:7]([C:16]3[CH:21]=[CH:20][C:19]([CH2:22][N:23]4[CH2:24][CH2:25][O:26][CH2:27][CH2:28]4)=[CH:18][CH:17]=3)=[N:6][C:5]=2[N:4]([CH:29]([CH3:31])[CH3:30])[N:3]=1. The yield is 0.849. (4) The reactants are [CH:1]1([C:6]2([CH3:16])[C:11](=[O:12])[N:10]([CH3:13])[C:9](=[O:14])[NH:8][C:7]2=[O:15])[CH2:5][CH2:4][CH2:3][CH2:2]1.Br[CH2:18][C:19]([C:21]1[CH:26]=[CH:25][CH:24]=[CH:23][CH:22]=1)=[O:20]. No catalyst specified. The product is [CH:1]1([C:6]2([CH3:16])[C:11](=[O:12])[N:10]([CH3:13])[C:9](=[O:14])[N:8]([CH2:18][C:19](=[O:20])[C:21]3[CH:26]=[CH:25][CH:24]=[CH:23][CH:22]=3)[C:7]2=[O:15])[CH2:2][CH2:3][CH2:4][CH2:5]1. The yield is 0.600. (5) The reactants are [C:1]1([C:14]2[CH:19]=[CH:18][CH:17]=[CH:16][CH:15]=2)[CH:6]=[CH:5][C:4]([C:7](=[N+]=[N-])[C:8]([O:10][CH3:11])=[O:9])=[CH:3][CH:2]=1.[CH:20](/[C:24]1[CH:29]=[CH:28][CH:27]=[CH:26][CH:25]=1)=[CH:21]\[CH:22]=[CH2:23]. The catalyst is C1(C)C=CC=CC=1. The product is [C:1]1([C:14]2[CH:19]=[CH:18][CH:17]=[CH:16][CH:15]=2)[CH:6]=[CH:5][C:4]([C:7]2([C:8]([O:10][CH3:11])=[O:9])[CH2:23][CH:22]2/[CH:21]=[CH:20]/[C:24]2[CH:29]=[CH:28][CH:27]=[CH:26][CH:25]=2)=[CH:3][CH:2]=1. The yield is 0.840.